This data is from Catalyst prediction with 721,799 reactions and 888 catalyst types from USPTO. The task is: Predict which catalyst facilitates the given reaction. (1) Product: [NH2:1][C:2]1[CH:10]=[CH:9][C:8]([CH2:11][N:12]2[CH2:17][CH2:16][N:15]([CH3:18])[CH2:14][CH2:13]2)=[CH:7][C:3]=1[C:4]([NH2:21])=[O:5]. Reactant: [NH2:1][C:2]1[CH:10]=[CH:9][C:8]([CH2:11][N:12]2[CH2:17][CH2:16][N:15]([CH3:18])[CH2:14][CH2:13]2)=[CH:7][C:3]=1[C:4](O)=[O:5].CC[N:21]=C=NCCCN(C)C.C1C=CC2N(O)N=NC=2C=1.CN1CCOCC1.[NH4+].[OH-]. The catalyst class is: 118. (2) Reactant: [CH2:1]([C@@:4]1([C:27]2[CH:32]=[CH:31][C:30]([F:33])=[CH:29][CH:28]=2)[O:9][C:8](=[O:10])[N:7]([C@H:11]([C:13]2[CH:18]=[CH:17][C:16]([C:19]3[CH:24]=[CH:23][C:22]([F:25])=[CH:21][C:20]=3[F:26])=[CH:15][CH:14]=2)[CH3:12])[CH2:6][CH2:5]1)[CH:2]=[CH2:3].ClC1C=C(C=CC=1)C(OO)=[O:39]. Product: [F:26][C:20]1[CH:21]=[C:22]([F:25])[CH:23]=[CH:24][C:19]=1[C:16]1[CH:15]=[CH:14][C:13]([C@@H:11]([N:7]2[CH2:6][CH2:5][C@@:4]([C:27]3[CH:28]=[CH:29][C:30]([F:33])=[CH:31][CH:32]=3)([CH2:1][CH:2]3[CH2:3][O:39]3)[O:9][C:8]2=[O:10])[CH3:12])=[CH:18][CH:17]=1. The catalyst class is: 2. (3) Reactant: C[Mg]Br.[C:4]1(C)C=CC=CC=1.[CH2:11]([O:13][P:14]([N:19]1[CH:25]2[CH:20]1[CH2:21][CH2:22][N:23]([C:26]([O:28][CH2:29][C:30]1[CH:35]=[CH:34][CH:33]=[CH:32][CH:31]=1)=[O:27])[CH2:24]2)([O:16][CH2:17][CH3:18])=[O:15])[CH3:12].O. Product: [CH2:11]([O:13][P:14]([NH:19][C@H:25]1[C@H:20]([CH3:4])[CH2:21][CH2:22][N:23]([C:26]([O:28][CH2:29][C:30]2[CH:35]=[CH:34][CH:33]=[CH:32][CH:31]=2)=[O:27])[CH2:24]1)([O:16][CH2:17][CH3:18])=[O:15])[CH3:12]. The catalyst class is: 1. (4) Reactant: [NH:1]1[C:5]2[CH:6]=[CH:7][CH:8]=[CH:9][C:4]=2[N:3]=[C:2]1[CH2:10][CH2:11][CH2:12][N:13]([CH3:36])[CH2:14][CH2:15][C@:16]1([O:30][C:31](=[O:35])[CH:32]([CH3:34])[CH3:33])[CH2:21][C@H:20]2[CH2:22][CH2:23][C@@H:17]1[CH:18]=[C:19]2[C:24]1[CH:29]=[CH:28][CH:27]=[CH:26][CH:25]=1.[ClH:37]. Product: [ClH:37].[ClH:37].[NH:1]1[C:5]2[CH:6]=[CH:7][CH:8]=[CH:9][C:4]=2[N:3]=[C:2]1[CH2:10][CH2:11][CH2:12][N:13]([CH3:36])[CH2:14][CH2:15][C@:16]1([O:30][C:31](=[O:35])[CH:32]([CH3:33])[CH3:34])[CH2:21][C@H:20]2[CH2:22][CH2:23][C@@H:17]1[CH:18]=[C:19]2[C:24]1[CH:29]=[CH:28][CH:27]=[CH:26][CH:25]=1. The catalyst class is: 25. (5) Reactant: [CH:1](=O)[C:2]1[CH:7]=[CH:6][CH:5]=[CH:4][CH:3]=1.C([O-])([O-])=O.[Cs+].[Cs+].[C:15]([N:18]1[CH2:23][C:22](=[O:24])[N:21]([C:25](=[O:27])[CH3:26])[CH2:20][C:19]1=[O:28])(=[O:17])[CH3:16].C(O)(=O)CC(CC(O)=O)(C(O)=O)O. Product: [C:25]([N:21]1[CH2:20][C:19](=[O:28])[N:18]([C:15](=[O:17])[CH3:16])/[C:23](=[CH:1]\[C:2]2[CH:7]=[CH:6][CH:5]=[CH:4][CH:3]=2)/[C:22]1=[O:24])(=[O:27])[CH3:26]. The catalyst class is: 35.